From a dataset of Reaction yield outcomes from USPTO patents with 853,638 reactions. Predict the reaction yield, written as a fraction of the theoretical maximum amount of product (1.0 means a 100% yield; for example, 0.34 means a 34% yield). (1) The reactants are [NH:1]1[C:9]2[C:4](=[CH:5][C:6]([CH:10]=[O:11])=[CH:7][CH:8]=2)[CH:3]=[N:2]1.[Br:12]N1C(=O)CCC1=O. The catalyst is C(#N)C. The product is [Br:12][C:3]1[C:4]2[C:9](=[CH:8][CH:7]=[C:6]([CH:10]=[O:11])[CH:5]=2)[NH:1][N:2]=1. The yield is 0.750. (2) The reactants are CN(C)/[CH:3]=[CH:4]/[C:5]([C:7]1[CH:8]=[C:9]2[C:18](=[CH:19][CH:20]=1)[C:17]1[N:13]([CH:14]=[C:15]([C:21]3[N:25]([CH2:26][CH:27]([O:29][CH3:30])[CH3:28])[N:24]=[CH:23][N:22]=3)[N:16]=1)[CH2:12][CH2:11][O:10]2)=O.[NH:32]([CH:34]1[CH2:39][CH2:38][N:37]([C:40]([O:42][C:43]([CH3:46])([CH3:45])[CH3:44])=[O:41])[CH2:36][CH2:35]1)[NH2:33].CCN(C(C)C)C(C)C. The catalyst is C(O)C. The product is [C:43]([O:42]1[CH2:36][CH2:35][CH:34]([N:32]2[C:5]([C:7]3[CH:8]=[C:9]4[C:18](=[CH:19][CH:20]=3)[C:17]3[N:13]([CH:14]=[C:15]([C:21]5[N:25]([CH2:26][CH:27]([O:29][CH3:30])[CH3:28])[N:24]=[CH:23][N:22]=5)[N:16]=3)[CH2:12][CH2:11][O:10]4)=[CH:4][CH:3]=[N:33]2)[CH2:39][CH2:38][NH:37][C:40]1=[O:41])([CH3:46])([CH3:45])[CH3:44]. The yield is 0.670. (3) The reactants are [NH:1]1[CH2:6][CH2:5][CH:4]([C:7]2[CH:12]=[CH:11][C:10]([NH:13][C:14]([C:16]3[N:17]=[C:18]([C:25]4[CH:30]=[CH:29][CH:28]=[CH:27][CH:26]=4)[O:19][C:20]=3[C:21]([F:24])([F:23])[F:22])=[O:15])=[CH:9][CH:8]=2)[CH2:3][CH2:2]1.[NH:31]1[C:35]([CH2:36][C:37](O)=[O:38])=[N:34][N:33]=[N:32]1.C(N(CC)CC)C.F[P-](F)(F)(F)(F)F.N1(O[P+](N(C)C)(N(C)C)N(C)C)C2C=CC=CC=2N=N1. The catalyst is CN(C=O)C. The product is [NH:31]1[C:35]([CH2:36][C:37]([N:1]2[CH2:6][CH2:5][CH:4]([C:7]3[CH:8]=[CH:9][C:10]([NH:13][C:14]([C:16]4[N:17]=[C:18]([C:25]5[CH:30]=[CH:29][CH:28]=[CH:27][CH:26]=5)[O:19][C:20]=4[C:21]([F:22])([F:23])[F:24])=[O:15])=[CH:11][CH:12]=3)[CH2:3][CH2:2]2)=[O:38])=[N:34][N:33]=[N:32]1. The yield is 0.170. (4) The reactants are Br[C:2]1[CH:3]=[CH:4][C:5]2[N:9]=[C:8]([O:10][CH:11]3[CH2:16][CH2:15][O:14][CH2:13][CH2:12]3)[N:7]([C:17]3[CH:22]=[CH:21][N:20]=[C:19]([NH2:23])[N:18]=3)[C:6]=2[CH:24]=1.[CH3:25][C:26]1[O:30][N:29]=[C:28]([C:31]([OH:35])([C:33]#[CH:34])[CH3:32])[CH:27]=1.C(N(CC)CC)C. The catalyst is CS(C)=O.Cl[Pd](Cl)([P](C1C=CC=CC=1)(C1C=CC=CC=1)C1C=CC=CC=1)[P](C1C=CC=CC=1)(C1C=CC=CC=1)C1C=CC=CC=1. The product is [NH2:23][C:19]1[N:18]=[C:17]([N:7]2[C:6]3[CH:24]=[C:2]([C:34]#[C:33][C:31]([C:28]4[CH:27]=[C:26]([CH3:25])[O:30][N:29]=4)([OH:35])[CH3:32])[CH:3]=[CH:4][C:5]=3[N:9]=[C:8]2[O:10][CH:11]2[CH2:16][CH2:15][O:14][CH2:13][CH2:12]2)[CH:22]=[CH:21][N:20]=1. The yield is 0.240. (5) The reactants are Br[CH2:2][C:3]1[CH:10]=[CH:9][C:6]([CH:7]=[O:8])=[CH:5][C:4]=1[Cl:11].C([O-])([O-])=O.[K+].[K+].[NH2:18][C:19]1[CH:24]=[CH:23][CH:22]=[CH:21][N:20]=1. The catalyst is CN(C)C(=O)C.O. The product is [Cl:11][C:4]1[CH:5]=[C:6]([CH:9]=[CH:10][C:3]=1[CH2:2][NH:18][C:19]1[CH:24]=[CH:23][CH:22]=[CH:21][N:20]=1)[CH:7]=[O:8]. The yield is 0.500. (6) The reactants are [C:1]1([CH2:13][OH:14])[C:10]2[C:5](=[CH:6][CH:7]=[CH:8][C:9]=2[CH2:11]O)[CH:4]=[CH:3][CH:2]=1. The catalyst is P(=O)(O)(O)O. The product is [CH2:11]1[C:9]2[C:10]3[C:5](=[CH:4][CH:3]=[CH:2][C:1]=3[CH2:13][O:14]1)[CH:6]=[CH:7][CH:8]=2. The yield is 0.920. (7) The reactants are [C:1]1([C:7]2[C:16]([CH2:17][O:18][CH2:19][C@@H:20]3[CH2:24][CH2:23][CH2:22][N:21]3C(OC(C)(C)C)=O)=[C:15]([C:32]([NH:34][C@H:35]([C:38]3[CH:43]=[CH:42][CH:41]=[CH:40][CH:39]=3)[CH2:36][CH3:37])=[O:33])[C:14]3[C:9](=[CH:10][CH:11]=[CH:12][CH:13]=3)[N:8]=2)[CH:6]=[CH:5][CH:4]=[CH:3][CH:2]=1.FC(F)(F)C(O)=O. The catalyst is C(Cl)Cl. The product is [C:1]1([C:7]2[C:16]([CH2:17][O:18][CH2:19][C@@H:20]3[CH2:24][CH2:23][CH2:22][NH:21]3)=[C:15]([C:32]([NH:34][C@H:35]([C:38]3[CH:43]=[CH:42][CH:41]=[CH:40][CH:39]=3)[CH2:36][CH3:37])=[O:33])[C:14]3[C:9](=[CH:10][CH:11]=[CH:12][CH:13]=3)[N:8]=2)[CH:2]=[CH:3][CH:4]=[CH:5][CH:6]=1. The yield is 1.00.